This data is from Cav3 T-type calcium channel HTS with 100,875 compounds. The task is: Binary Classification. Given a drug SMILES string, predict its activity (active/inactive) in a high-throughput screening assay against a specified biological target. (1) The molecule is S(=O)(=O)(Nc1ncccc1)c1c2c(c(N(C)C)ccc2)ccc1. The result is 0 (inactive). (2) The molecule is S(c1nc(N2CCOCC2)c2c(CC(OC2)(C)C)c1C#N)Cc1[nH]c2c(n1)cccc2. The result is 0 (inactive). (3) The compound is O=C(/C=C(\Nc1cc(c(cc1)C)C)CC)c1cccnc1. The result is 0 (inactive). (4) The molecule is S(CCC(C)C)c1ncnc2c3cc4c(nc3oc12)CC(OC4)(C)C. The result is 0 (inactive). (5) The molecule is Clc1c(Sc2ncnc3onc(c23)C)c(Cl)ccc1. The result is 0 (inactive). (6) The compound is O=C/1CC(CC(=O)C1=C\NCCCOC)(C)C. The result is 0 (inactive).